This data is from Forward reaction prediction with 1.9M reactions from USPTO patents (1976-2016). The task is: Predict the product of the given reaction. (1) The product is: [C:15]([O:14][C:12]([N:1]1[C:9]2[C:4](=[CH:5][CH:6]=[C:7]([CH:10]=[O:11])[CH:8]=2)[CH:3]=[CH:2]1)=[O:13])([CH3:18])([CH3:17])[CH3:16]. Given the reactants [NH:1]1[C:9]2[C:4](=[CH:5][CH:6]=[C:7]([CH:10]=[O:11])[CH:8]=2)[CH:3]=[CH:2]1.[C:12](O[C:12]([O:14][C:15]([CH3:18])([CH3:17])[CH3:16])=[O:13])([O:14][C:15]([CH3:18])([CH3:17])[CH3:16])=[O:13], predict the reaction product. (2) The product is: [F:13][C:14]1[CH:22]=[CH:21][C:17]([C:18]([N:2]([CH3:1])[CH2:3][CH2:4][C:5]#[C:6][C:7]2[CH:12]=[CH:11][CH:10]=[CH:9][N:8]=2)=[O:19])=[CH:16][CH:15]=1. Given the reactants [CH3:1][NH:2][CH2:3][CH2:4][C:5]#[C:6][C:7]1[CH:12]=[CH:11][CH:10]=[CH:9][N:8]=1.[F:13][C:14]1[CH:22]=[CH:21][C:17]([C:18](Cl)=[O:19])=[CH:16][CH:15]=1, predict the reaction product. (3) Given the reactants [F:1][C:2]1[CH:35]=[C:34]([N+:36]([O-:38])=[O:37])[CH:33]=[CH:32][C:3]=1[O:4][C:5]1[C:14]2[C:9](=[CH:10][C:11]([O:17][CH2:18][CH:19]3[CH2:24][CH2:23][N:22](C(OC(C)(C)C)=O)[CH2:21][CH2:20]3)=[C:12]([O:15][CH3:16])[CH:13]=2)[N:8]=[CH:7][CH:6]=1.FC(F)(F)C(O)=O, predict the reaction product. The product is: [F:1][C:2]1[CH:35]=[C:34]([N+:36]([O-:38])=[O:37])[CH:33]=[CH:32][C:3]=1[O:4][C:5]1[C:14]2[C:9](=[CH:10][C:11]([O:17][CH2:18][CH:19]3[CH2:24][CH2:23][NH:22][CH2:21][CH2:20]3)=[C:12]([O:15][CH3:16])[CH:13]=2)[N:8]=[CH:7][CH:6]=1. (4) The product is: [Br:28][C:8]1[N:7]2[CH:17]=[CH:18][N:19]=[C:6]2[C:5]([NH:4][CH2:3][CH:2]([CH3:20])[CH3:1])=[N:10][C:9]=1[C:11]1[CH:16]=[CH:15][CH:14]=[CH:13][CH:12]=1. Given the reactants [CH3:1][CH:2]([CH3:20])[CH2:3][NH:4][C:5]1[C:6]2[N:7]([CH:17]=[CH:18][N:19]=2)[CH:8]=[C:9]([C:11]2[CH:16]=[CH:15][CH:14]=[CH:13][CH:12]=2)[N:10]=1.C1C(=O)N([Br:28])C(=O)C1.S([O-])([O-])=O.[Na+].[Na+].C(OCC)(=O)C, predict the reaction product. (5) Given the reactants Cl[C:2]([O:4][CH2:5]Cl)=[O:3].[F-:7].[K+].C1OCCOCCOCCOCCOCCOC1.[NH2:27][CH2:28][C@@H:29]1[O:33][C:32](=[O:34])[N:31]([C:35]2[CH:46]=[CH:45][C:38]3[N:39]([CH3:44])[C:40](=[O:43])[O:41][CH2:42][C:37]=3[CH:36]=2)[CH2:30]1.C(N(CC)CC)C, predict the reaction product. The product is: [CH3:44][N:39]1[C:38]2[CH:45]=[CH:46][C:35]([N:31]3[CH2:30][C@H:29]([CH2:28][NH:27][C:2](=[O:3])[O:4][CH2:5][F:7])[O:33][C:32]3=[O:34])=[CH:36][C:37]=2[CH2:42][O:41][C:40]1=[O:43].